Dataset: Reaction yield outcomes from USPTO patents with 853,638 reactions. Task: Predict the reaction yield, written as a fraction of the theoretical maximum amount of product (1.0 means a 100% yield; for example, 0.34 means a 34% yield). The reactants are S[C:2]1[N:3]=[C:4]([OH:11])[C:5]2[CH2:10][CH2:9][CH2:8][C:6]=2[N:7]=1.N. The catalyst is O.[Ni]. The product is [N:7]1[C:6]2[CH2:8][CH2:9][CH2:10][C:5]=2[C:4]([OH:11])=[N:3][CH:2]=1. The yield is 0.990.